From a dataset of Catalyst prediction with 721,799 reactions and 888 catalyst types from USPTO. Predict which catalyst facilitates the given reaction. Reactant: Cl[C:2]1[C:3]2[C:10]([C:11]3[CH:16]=[CH:15][C:14]([O:17][CH3:18])=[CH:13][CH:12]=3)=[CH:9][O:8][C:4]=2[N:5]=[CH:6][N:7]=1.Cl.[NH2:20][CH2:21][CH2:22][CH2:23][CH2:24][CH2:25][C:26]([O:28][CH3:29])=[O:27].C(=O)([O-])[O-].[K+].[K+]. Product: [CH3:18][O:17][C:14]1[CH:15]=[CH:16][C:11]([C:10]2[C:3]3[C:2]([NH:20][CH2:21][CH2:22][CH2:23][CH2:24][CH2:25][C:26]([O:28][CH3:29])=[O:27])=[N:7][CH:6]=[N:5][C:4]=3[O:8][CH:9]=2)=[CH:12][CH:13]=1. The catalyst class is: 10.